This data is from Forward reaction prediction with 1.9M reactions from USPTO patents (1976-2016). The task is: Predict the product of the given reaction. (1) Given the reactants C(OC([N:8]1[CH2:12][CH2:11][CH2:10][C@@H:9]1[CH2:13][N:14]([CH2:28][CH3:29])[C:15]1[CH:20]=[CH:19][CH:18]=[C:17]([O:21][C:22]2[CH:27]=[CH:26][CH:25]=[CH:24][CH:23]=2)[CH:16]=1)=O)(C)(C)C.FC(F)(F)C(O)=O.[OH-].[Na+], predict the reaction product. The product is: [CH2:28]([N:14]([C:15]1[CH:20]=[CH:19][CH:18]=[C:17]([O:21][C:22]2[CH:23]=[CH:24][CH:25]=[CH:26][CH:27]=2)[CH:16]=1)[CH2:13][C@H:9]1[CH2:10][CH2:11][CH2:12][NH:8]1)[CH3:29]. (2) Given the reactants CC1C=CC(C)=CC=1SCCC[CH2:13][CH2:14][C:15]([OH:17])=[O:16].[CH3:18][C:19]1[CH:24]=[CH:23][C:22]([CH3:25])=[CH:21][C:20]=1[SH:26].BrCCC(OCC)=O.[OH-].[K+], predict the reaction product. The product is: [CH3:18][C:19]1[CH:24]=[CH:23][C:22]([CH3:25])=[CH:21][C:20]=1[S:26][CH2:13][CH2:14][C:15]([OH:17])=[O:16]. (3) Given the reactants [H-].[Na+].[CH:3]1([S:6]([NH2:9])(=[O:8])=[O:7])[CH2:5][CH2:4]1.[CH3:10][CH:11]1[O:16][CH:15]([CH3:17])[CH2:14][N:13]([C:18]2[CH:19]=[C:20]([CH:24]3[C:33]([CH3:35])([CH3:34])[CH2:32][C:31]4[C:26](=[CH:27][CH:28]=[C:29]([C:36](O)=[O:37])[CH:30]=4)[NH:25]3)[CH:21]=[CH:22][CH:23]=2)[CH2:12]1.C(N1C=CN=C1)(N1C=CN=C1)=O, predict the reaction product. The product is: [CH3:10][CH:11]1[O:16][CH:15]([CH3:17])[CH2:14][N:13]([C:18]2[CH:19]=[C:20]([CH:24]3[C:33]([CH3:35])([CH3:34])[CH2:32][C:31]4[C:26](=[CH:27][CH:28]=[C:29]([C:36]([NH:9][S:6]([CH:3]5[CH2:5][CH2:4]5)(=[O:8])=[O:7])=[O:37])[CH:30]=4)[NH:25]3)[CH:21]=[CH:22][CH:23]=2)[CH2:12]1. (4) Given the reactants [CH3:1][S:2]([NH2:5])(=[O:4])=[O:3].P([O-])([O-])([O-])=O.[K+].[K+].[K+].N1CCC[C@H]1C(O)=O.Br[C:23]1[CH:55]=[N:54][C:26]2[NH:27][C:28]([C:33]3[C:34](=[O:53])[N:35]([CH2:45][C:46]4[CH:51]=[CH:50][C:49]([F:52])=[CH:48][CH:47]=4)[CH:36]4[CH:41]([C:42]=3[OH:43])[CH:40]3[CH2:44][CH:37]4[CH2:38][CH2:39]3)=[N:29][S:30](=[O:32])(=[O:31])[C:25]=2[CH:24]=1.[Cl-].[NH4+], predict the reaction product. The product is: [F:52][C:49]1[CH:50]=[CH:51][C:46]([CH2:45][N:35]2[C:34](=[O:53])[C:33]([C:28]3[NH:27][C:26]4[N:54]=[CH:55][C:23]([NH:5][S:2]([CH3:1])(=[O:4])=[O:3])=[CH:24][C:25]=4[S:30](=[O:32])(=[O:31])[N:29]=3)=[C:42]([OH:43])[C@H:41]3[C@@H:36]2[C@H:37]2[CH2:44][C@@H:40]3[CH2:39][CH2:38]2)=[CH:47][CH:48]=1.